From a dataset of TCR-epitope binding with 47,182 pairs between 192 epitopes and 23,139 TCRs. Binary Classification. Given a T-cell receptor sequence (or CDR3 region) and an epitope sequence, predict whether binding occurs between them. The epitope is GLCTLVAML. The TCR CDR3 sequence is CASSRQGGGGNQPQHF. Result: 1 (the TCR binds to the epitope).